This data is from Reaction yield outcomes from USPTO patents with 853,638 reactions. The task is: Predict the reaction yield, written as a fraction of the theoretical maximum amount of product (1.0 means a 100% yield; for example, 0.34 means a 34% yield). (1) The catalyst is CN(C)C=O.C(Cl)(Cl)Cl. The reactants are [F:1][C:2]1[C:3]([NH:18][C:19]2[CH:24]=[CH:23][C:22]([I:25])=[CH:21][C:20]=2[F:26])=[C:4]([C:9]([N:11]2[CH2:14][CH:13]([C:15]([OH:17])=O)[CH2:12]2)=[O:10])[CH:5]=[CH:6][C:7]=1[F:8].CN(C(ON1N=NC2C=CC=CC1=2)=[N+](C)C)C.F[P-](F)(F)(F)(F)F.[NH2:51][CH2:52][CH2:53][OH:54].CN1CCOCC1. The yield is 0.580. The product is [F:1][C:2]1[C:3]([NH:18][C:19]2[CH:24]=[CH:23][C:22]([I:25])=[CH:21][C:20]=2[F:26])=[C:4]([C:9]([N:11]2[CH2:12][CH:13]([C:15]([NH:51][CH2:52][CH2:53][OH:54])=[O:17])[CH2:14]2)=[O:10])[CH:5]=[CH:6][C:7]=1[F:8]. (2) The reactants are [NH2:1][N:2]1[C:7](=[O:8])[C:6]([C:9]2[NH:14][C:13]3[CH:15]=[CH:16][CH:17]=[CH:18][C:12]=3[S:11](=[O:20])(=[O:19])[N:10]=2)=[C:5]([OH:21])[C:4]2[S:22][CH:23]=[CH:24][C:3]1=2.[C:25]1(=O)[CH2:28][CH2:27][CH2:26]1. The catalyst is CN(C)C(=O)C. The product is [C:25]1(=[N:1][N:2]2[C:7](=[O:8])[C:6]([C:9]3[NH:14][C:13]4[CH:15]=[CH:16][CH:17]=[CH:18][C:12]=4[S:11](=[O:20])(=[O:19])[N:10]=3)=[C:5]([OH:21])[C:4]3[S:22][CH:23]=[CH:24][C:3]2=3)[CH2:28][CH2:27][CH2:26]1. The yield is 0.770. (3) The reactants are COCCO[AlH2-]OCCOC.[Na+].[OH:13][C:14]1([C:23]#[C:24][C:25]([O:27][CH3:28])=[O:26])[CH2:19][CH:18]([CH3:20])[CH2:17][CH2:16][C:15]1([CH3:22])[CH3:21]. The catalyst is C1COCC1. The product is [OH:13][C:14]1(/[CH:23]=[CH:24]/[C:25]([O:27][CH3:28])=[O:26])[CH2:19][CH:18]([CH3:20])[CH2:17][CH2:16][C:15]1([CH3:22])[CH3:21]. The yield is 0.730. (4) The reactants are CC1(C)COB([C:8]2[CH:31]=[CH:30][C:11]3[C:12]4[N:16]([CH2:17][CH2:18][O:19][C:10]=3[CH:9]=2)[CH:15]=[C:14]([C:20]2[N:21]([CH2:25][C:26]([F:29])([F:28])[F:27])[N:22]=[CH:23][N:24]=2)[N:13]=4)OC1.Cl.N[OH:35].[OH-].[Na+]. The catalyst is O. The product is [F:28][C:26]([F:27])([F:29])[CH2:25][N:21]1[C:20]([C:14]2[N:13]=[C:12]3[C:11]4[CH:30]=[CH:31][C:8]([OH:35])=[CH:9][C:10]=4[O:19][CH2:18][CH2:17][N:16]3[CH:15]=2)=[N:24][CH:23]=[N:22]1. The yield is 0.850. (5) The reactants are C(OC(=O)[NH:7][CH:8]([NH:17][CH2:18][CH2:19][C:20]1[CH:25]=[CH:24][C:23]([C:26]2[N:27]=[C:28]([NH:31][C:32](=[O:34])[CH3:33])[S:29][CH:30]=2)=[CH:22][CH:21]=1)[NH:9]C(=O)OC(C)(C)C)(C)(C)C.[ClH:36]. The catalyst is O1CCOCC1. The product is [ClH:36].[NH2:9][C:8]([NH:17][CH2:18][CH2:19][C:20]1[CH:21]=[CH:22][C:23]([C:26]2[N:27]=[C:28]([NH:31][C:32](=[O:34])[CH3:33])[S:29][CH:30]=2)=[CH:24][CH:25]=1)=[NH:7]. The yield is 0.436.